This data is from Catalyst prediction with 721,799 reactions and 888 catalyst types from USPTO. The task is: Predict which catalyst facilitates the given reaction. (1) Product: [Br:1][C:2]1[C:3]([C:15]2[CH:20]=[CH:19][N:18]=[CH:17][CH:16]=2)=[C:4]([C:8]2[CH:13]=[CH:12][C:11]([F:14])=[CH:10][CH:9]=2)[S:5][CH:6]=1. The catalyst class is: 7. Reactant: [Br:1][C:2]1[C:3]([C:15]2[CH:20]=[CH:19][N:18]=[CH:17][CH:16]=2)=[C:4]([C:8]2[CH:13]=[CH:12][C:11]([F:14])=[CH:10][CH:9]=2)[S:5][C:6]=1Br.C([Li])CCC.CCCCCC.O. (2) Reactant: [CH3:1][O:2][C:3](=[O:13])[C:4]1[CH:9]=[C:8]([O:10]C)[CH:7]=[CH:6][C:5]=1[Br:12].[Al+3].[Cl-].[Cl-].[Cl-].CCS. Product: [Br:12][C:5]1[CH:6]=[CH:7][C:8]([OH:10])=[CH:9][C:4]=1[C:3]([O:2][CH3:1])=[O:13]. The catalyst class is: 4. (3) Reactant: [CH3:1][O:2][C:3]([C@@H:5]1[C@@H:9](C(O)=O)[CH2:8][N:7]([CH2:13][C:14]2[CH:19]=[CH:18][CH:17]=[CH:16][CH:15]=2)[CH2:6]1)=[O:4].CC[N:22]([CH2:25]C)CC.C1C=CC(P(N=[N+]=[N-])(C2C=CC=CC=2)=[O:34])=CC=1.[C:44]([OH:48])([CH3:47])([CH3:46])[CH3:45]. Product: [CH3:1][O:2][C:3]([C@H:5]1[C@H:9]([NH:22][C:25]([O:48][C:44]([CH3:47])([CH3:46])[CH3:45])=[O:34])[CH2:8][N:7]([CH2:13][C:14]2[CH:15]=[CH:16][CH:17]=[CH:18][CH:19]=2)[CH2:6]1)=[O:4]. The catalyst class is: 11. (4) Reactant: [NH:1]1[CH2:6][CH:5]=[CH:4][CH2:3][CH2:2]1.[C:7]([O:11][C:12](O[C:12]([O:11][C:7]([CH3:10])([CH3:9])[CH3:8])=[O:13])=[O:13])([CH3:10])([CH3:9])[CH3:8].C(N(CC)CC)C. Product: [C:7]([O:11][C:12]([N:1]1[CH2:2][CH:3]=[CH:4][CH2:5][CH2:6]1)=[O:13])([CH3:10])([CH3:9])[CH3:8]. The catalyst class is: 4. (5) Reactant: [NH:1]1[C:9]2[C:4](=[C:5]([CH2:10][NH:11][C:12]3[N:17]=[C:16]([C:18]4[CH:23]=[CH:22][CH:21]=[CH:20][N:19]=4)[N:15]=[C:14]([C:24]4[CH:25]=[N:26][CH:27]=[C:28]([CH:31]=4)[C:29]#[N:30])[CH:13]=3)[CH:6]=[CH:7][CH:8]=2)[CH:3]=[CH:2]1.C[Si]([N:36]=[N+:37]=[N-:38])(C)C.C([Sn](=O)CCCC)CCC. Product: [NH:1]1[C:9]2[C:4](=[C:5]([CH2:10][NH:11][C:12]3[CH:13]=[C:14]([C:24]4[CH:25]=[N:26][CH:27]=[C:28]([C:29]5[NH:38][N:37]=[N:36][N:30]=5)[CH:31]=4)[N:15]=[C:16]([C:18]4[CH:23]=[CH:22][CH:21]=[CH:20][N:19]=4)[N:17]=3)[CH:6]=[CH:7][CH:8]=2)[CH:3]=[CH:2]1. The catalyst class is: 57. (6) Reactant: [Cl:1][C:2]1[CH:7]=[C:6]([Cl:8])[CH:5]=[CH:4][C:3]=1[CH2:9][CH:10]([C:13]1[CH:18]=[CH:17][C:16]([Cl:19])=[CH:15][CH:14]=1)[CH2:11][OH:12].[Cr](Cl)([O-])(=O)=O.[NH+]1C=CC=CC=1. Product: [Cl:1][C:2]1[CH:7]=[C:6]([Cl:8])[CH:5]=[CH:4][C:3]=1[CH2:9][CH:10]([C:13]1[CH:14]=[CH:15][C:16]([Cl:19])=[CH:17][CH:18]=1)[CH:11]=[O:12]. The catalyst class is: 28. (7) Reactant: [CH2:1]([O:8][CH2:9][C@@:10]12[CH:19]([OH:20])[O:18][C@H:17]([C@H:21]3[CH2:25][O:24]C(C)(C)[O:22]3)[C@@H:11]1[O:12]C(C)(C)[O:14]2)[C:2]1[CH:7]=[CH:6][CH:5]=[CH:4][CH:3]=1.C(O)(C(F)(F)F)=O. Product: [CH2:1]([O:8][CH2:9][C@:10]1([OH:14])[C@@H:25]([OH:24])[C@H:21]([OH:22])[C@@H:17]([CH2:11][OH:12])[O:18][CH:19]1[OH:20])[C:2]1[CH:3]=[CH:4][CH:5]=[CH:6][CH:7]=1. The catalyst class is: 38. (8) Reactant: Cl[CH2:2][C:3]1[C:12]2[C:7](=[CH:8][C:9]([OH:13])=[CH:10][CH:11]=2)[O:6][C:5](=[O:14])[CH:4]=1.S(=O)(=O)(O)[OH:16]. Product: [OH:13][C:9]1[CH:10]=[CH:11][C:12]2[C:3]([CH2:4][C:5]([OH:14])=[O:16])=[CH:2][O:6][C:7]=2[CH:8]=1. The catalyst class is: 74. (9) Reactant: [H-].[Al+3].[Li+].[H-].[H-].[H-].[Si:7]([O:14][C@H:15]1[CH2:24][C:23]([CH3:26])([CH3:25])[CH2:22][C:21]2[N:20]=[C:19]([CH:27]3[CH2:31][CH2:30][CH2:29][CH2:28]3)[C:18]([C:32]([C:34]3[CH:39]=[CH:38][C:37]([C:40]([F:43])([F:42])[F:41])=[CH:36][CH:35]=3)=[O:33])=[C:17]([CH:44]3[CH2:49][CH2:48][CH2:47][CH2:46][CH2:45]3)[C:16]1=2)([C:10]([CH3:13])([CH3:12])[CH3:11])([CH3:9])[CH3:8].C(C(C(C([O-])=O)O)O)([O-])=O.[K+].[Na+]. Product: [Si:7]([O:14][C@H:15]1[CH2:24][C:23]([CH3:26])([CH3:25])[CH2:22][C:21]2[N:20]=[C:19]([CH:27]3[CH2:28][CH2:29][CH2:30][CH2:31]3)[C:18]([C@H:32]([C:34]3[CH:35]=[CH:36][C:37]([C:40]([F:43])([F:42])[F:41])=[CH:38][CH:39]=3)[OH:33])=[C:17]([CH:44]3[CH2:45][CH2:46][CH2:47][CH2:48][CH2:49]3)[C:16]1=2)([C:10]([CH3:11])([CH3:12])[CH3:13])([CH3:9])[CH3:8]. The catalyst class is: 1. (10) Reactant: C([Cl:4])(=O)C.[N:5]1[CH:10]=[CH:9][C:8]([N:11]2[CH2:15][CH2:14][C:13]3([CH2:20][CH2:19][CH2:18][N:17](C(OC(C)(C)C)=O)[CH2:16]3)[CH2:12]2)=[CH:7][CH:6]=1. Product: [ClH:4].[ClH:4].[ClH:4].[N:5]1[CH:6]=[CH:7][C:8]([N:11]2[CH2:15][CH2:14][C:13]3([CH2:20][CH2:19][CH2:18][NH:17][CH2:16]3)[CH2:12]2)=[CH:9][CH:10]=1. The catalyst class is: 8.